Dataset: NCI-60 drug combinations with 297,098 pairs across 59 cell lines. Task: Regression. Given two drug SMILES strings and cell line genomic features, predict the synergy score measuring deviation from expected non-interaction effect. (1) Drug 1: CC1C(C(=O)NC(C(=O)N2CCCC2C(=O)N(CC(=O)N(C(C(=O)O1)C(C)C)C)C)C(C)C)NC(=O)C3=C4C(=C(C=C3)C)OC5=C(C(=O)C(=C(C5=N4)C(=O)NC6C(OC(=O)C(N(C(=O)CN(C(=O)C7CCCN7C(=O)C(NC6=O)C(C)C)C)C)C(C)C)C)N)C. Drug 2: CC1=C(C=C(C=C1)NC(=O)C2=CC=C(C=C2)CN3CCN(CC3)C)NC4=NC=CC(=N4)C5=CN=CC=C5. Cell line: SF-268. Synergy scores: CSS=17.1, Synergy_ZIP=0.895, Synergy_Bliss=3.51, Synergy_Loewe=6.14, Synergy_HSA=6.10. (2) Drug 1: CCN(CC)CCNC(=O)C1=C(NC(=C1C)C=C2C3=C(C=CC(=C3)F)NC2=O)C. Drug 2: CN(C(=O)NC(C=O)C(C(C(CO)O)O)O)N=O. Cell line: CCRF-CEM. Synergy scores: CSS=7.30, Synergy_ZIP=2.88, Synergy_Bliss=-2.95, Synergy_Loewe=4.55, Synergy_HSA=-2.96. (3) Drug 1: C1=CC(=CC=C1C#N)C(C2=CC=C(C=C2)C#N)N3C=NC=N3. Drug 2: C1C(C(OC1N2C=NC3=C(N=C(N=C32)Cl)N)CO)O. Cell line: 786-0. Synergy scores: CSS=6.89, Synergy_ZIP=-3.22, Synergy_Bliss=3.29, Synergy_Loewe=-6.92, Synergy_HSA=-1.22. (4) Drug 1: CCC1=C2CN3C(=CC4=C(C3=O)COC(=O)C4(CC)O)C2=NC5=C1C=C(C=C5)O. Drug 2: CC1C(C(CC(O1)OC2CC(CC3=C2C(=C4C(=C3O)C(=O)C5=CC=CC=C5C4=O)O)(C(=O)C)O)N)O. Cell line: RPMI-8226. Synergy scores: CSS=31.2, Synergy_ZIP=-10.3, Synergy_Bliss=-10.8, Synergy_Loewe=-13.8, Synergy_HSA=-6.11. (5) Drug 1: C1CC(C1)(C(=O)O)C(=O)O.[NH2-].[NH2-].[Pt+2]. Drug 2: CNC(=O)C1=NC=CC(=C1)OC2=CC=C(C=C2)NC(=O)NC3=CC(=C(C=C3)Cl)C(F)(F)F. Cell line: CCRF-CEM. Synergy scores: CSS=14.3, Synergy_ZIP=3.20, Synergy_Bliss=7.44, Synergy_Loewe=-19.6, Synergy_HSA=-6.11. (6) Drug 1: CC(C)(C#N)C1=CC(=CC(=C1)CN2C=NC=N2)C(C)(C)C#N. Drug 2: COC1=C2C(=CC3=C1OC=C3)C=CC(=O)O2. Cell line: MOLT-4. Synergy scores: CSS=-4.63, Synergy_ZIP=2.98, Synergy_Bliss=1.07, Synergy_Loewe=-2.27, Synergy_HSA=-3.69. (7) Drug 1: CN1CCC(CC1)COC2=C(C=C3C(=C2)N=CN=C3NC4=C(C=C(C=C4)Br)F)OC. Drug 2: CN1C2=C(C=C(C=C2)N(CCCl)CCCl)N=C1CCCC(=O)O.Cl. Cell line: EKVX. Synergy scores: CSS=24.3, Synergy_ZIP=1.77, Synergy_Bliss=2.34, Synergy_Loewe=-41.6, Synergy_HSA=2.55.